From a dataset of Human Reference Interactome with 51,813 positive PPI pairs across 8,248 proteins, plus equal number of experimentally-validated negative pairs. Binary Classification. Given two protein amino acid sequences, predict whether they physically interact or not. (1) Protein 2 (ENSG00000115053) has sequence MVKLAKAGKNQGDPKKMAPPPKEVEEDSEDEEMSEDEEDDSSGEEVVIPQKKGKKAAATSAKKVVVSPTKKVAVATPAKKAAVTPGKKAAATPAKKTVTPAKAVTTPGKKGATPGKALVATPGKKGAAIPAKGAKNGKNAKKEDSDEEEDDDSEEDEEDDEDEDEDEDEIEPAAMKAAAAAPASEDEDDEDDEDDEDDDDDEEDDSEEEAMETTPAKGKKAAKVVPVKAKNVAEDEDEEEDDEDEDDDDDEDDEDDDDEDDEEEEEEEEEEPVKEAPGKRKKEMAKQKAAPEAKKQKVEG.... Result: 0 (the proteins do not interact). Protein 1 (ENSG00000173678) has sequence MDRTETRFRKRGQITGKITTSRQPHPQNEQSPQRSTSGYPLQEVVDDEMLGPSAPGVDPSPPCRSLGWKRKREWSDESEEEPEKELAPEPEETWVVEMLCGLKMKLKQQRVSSILPEHHKDFNSQLAPGVDPSPPHRSFCWKRKMEWWDESEESLEEEPRKVLAPEPEEIWVAEMLCGLKMKLKRRRVSLVLPEHHEAFNRLLEDPVIKRFLAWDKDLRVSDKYLLAMVIAYFSRAGFPSWQYQRIHFFLALYLANDMEEDDEDSKQNIFHFLYRKNRSRIPLLRKPWFQLGHSMNPRAR.... (2) Protein 1 (ENSG00000161031) has sequence MAQGVLWILLGLLLWSDPGTASLPLLMDSVIQALAELEQKVPAAKTRHTASAWLMSAPNSGPHNRLYHFLLGAWSLNATELDPCPLSPELLGLTKEVARHDVREGKEYGVVLAPDGSTVAVEPLLAGLEAGLQGRRVINLPLDSMAAPWETGDTFPDVVAIAPDVRATSSPGLRDGSPDVTTADIGANTPDATKGCPDVQASLPDAKAKSPPTMVDSLLAVTLAGNLGLTFLRGSQTQSHPDLGTEGCWDQLSAPRTFTLLDPKASLLTMAFLNGALDGVILGDYLSRTPEPRPSLSHLL.... Protein 2 (ENSG00000153015) has sequence MSNIYIQEPPTNGKVLLKTTAGDIDIELWSKEAPKACRNFIQLCLEAYYDNTIFHRVVPGFIVQGGDPTGTGSGGESIYGAPFKDEFHSRLRFNRRGLVAMANAGSHDNGSQFFFTLGRADELNNKHTIFGKVTGDTVYNMLRLSEVDIDDDERPHNPHKIKSCEVLFNPFDDIIPREIKRLKKEKPEEEVKKLKPKGTKNFSLLSFGEEAEEEEEEVNRVSQSMKGKSKSSHDLLKDDPHLSSVPVVESEKGDAPDLVDDGEDESAEHDEYIDGDEKNLMRERIAKKLKKDTSANVKSA.... Result: 0 (the proteins do not interact). (3) Protein 1 (ENSG00000231989) has sequence MAASTASHRPIKGILKNKTSTTSSMVASAEQPRRSVDEELSKKSQKWDEINILATYHPADKGYGLMKIDEPSPPYHSMMGDDEDACRDTETTEAMAPDILAKKLAAAEGLEPKYRIQEQESSGEEDSDLSPEEREKKRQFEMRRKLHYNEGLNIKLARQLISKDLHDDDEDEEMLETADGESMNTEESNQGSTPSDQQQNKLRSS*. Protein 2 (ENSG00000137760) has sequence MDSNHQSNYKLSKTEKKFLRKQIKAKHTLLRHEGIETVSYATQSLVVANGGLGNGVSRNQLLPVLEKCGLVDALLMPPNKPYSFARYRTTEESKRAYVTLNGKEVVDDLGQKITLYLNFVEKVQWKELRPQALPPGLMVVEEIISSEEEKMLLESVDWTEDTDNQNSQKSLKHRRVKHFGYEFHYENNNVDKDKPLSGGLPDICESFLEKWLRKGYIKHKPDQMTINQYEPGQDCHGF*MDSNHQSNYKLSKTEKKFLRKQIKAKHTLLRHEGIETVSYATQSLVVANGGLGNGVSRNQL.... Result: 0 (the proteins do not interact).